The task is: Predict the product of the given reaction.. This data is from Forward reaction prediction with 1.9M reactions from USPTO patents (1976-2016). (1) Given the reactants [C:1]([C:3]1[CH:32]=[CH:31][C:6]([C:7]([NH:9][NH:10][C:11](=[O:30])[C@H:12]([NH:16][C:17]2[CH:22]=[CH:21][C:20]([C:23]#[N:24])=[C:19]([C:25]([F:28])([F:27])[F:26])[C:18]=2[CH3:29])[C@H:13]([OH:15])[CH3:14])=[O:8])=[CH:5][CH:4]=1)#[N:2].[CH3:33][C:34]([Si:37](Cl)([CH3:39])[CH3:38])([CH3:36])[CH3:35].N1C=CN=C1, predict the reaction product. The product is: [Si:37]([O:15][C@H:13]([CH3:14])[C@@H:12]([NH:16][C:17]1[CH:22]=[CH:21][C:20]([C:23]#[N:24])=[C:19]([C:25]([F:28])([F:27])[F:26])[C:18]=1[CH3:29])[C:11]([NH:10][NH:9][C:7](=[O:8])[C:6]1[CH:5]=[CH:4][C:3]([C:1]#[N:2])=[CH:32][CH:31]=1)=[O:30])([C:34]([CH3:36])([CH3:35])[CH3:33])([CH3:39])[CH3:38]. (2) Given the reactants [C:1]1([NH:7][C:8]([CH2:10][NH:11]C(=O)OC(C)(C)C)=[O:9])[CH:6]=[CH:5][CH:4]=[CH:3][CH:2]=1, predict the reaction product. The product is: [NH2:11][CH2:10][C:8]([NH:7][C:1]1[CH:6]=[CH:5][CH:4]=[CH:3][CH:2]=1)=[O:9].